The task is: Predict the reactants needed to synthesize the given product.. This data is from Full USPTO retrosynthesis dataset with 1.9M reactions from patents (1976-2016). (1) Given the product [CH3:1][C:2]1[CH:3]=[CH:4][C:5]([N:8]([CH:16]2[CH2:21][CH2:20][N:19]([CH2:22][CH2:23][C:24]3([CH2:30][C:31]([NH:35][CH2:36][CH2:37][CH2:38][C:39]([O:41][CH2:42][CH3:43])=[O:40])=[O:32])[CH2:29][CH2:28][CH2:27][CH2:26][CH2:25]3)[CH2:18][CH2:17]2)[C:9]([C:11]2[O:12][CH:13]=[CH:14][CH:15]=2)=[O:10])=[N:6][CH:7]=1, predict the reactants needed to synthesize it. The reactants are: [CH3:1][C:2]1[CH:3]=[CH:4][C:5]([N:8]([CH:16]2[CH2:21][CH2:20][N:19]([CH2:22][CH2:23][C:24]3([CH2:30][C:31](O)=[O:32])[CH2:29][CH2:28][CH2:27][CH2:26][CH2:25]3)[CH2:18][CH2:17]2)[C:9]([C:11]2[O:12][CH:13]=[CH:14][CH:15]=2)=[O:10])=[N:6][CH:7]=1.Cl.[NH2:35][CH2:36][CH2:37][CH2:38][C:39]([O:41][CH2:42][CH3:43])=[O:40].Cl.C(N=C=NCCCN(C)C)C.O.ON1C2C=CC=CC=2N=N1.C(=O)(O)[O-].[Na+]. (2) Given the product [F:2][C:3]([F:15])([F:16])[C:4]1[CH:5]=[C:6]([CH:7]=[CH:8][CH:9]=1)[NH:10][C:11]([NH:12][N:13]=[C:26]1[C:25]2[C:20](=[CH:21][CH:22]=[C:23]([S:28][CH2:29][CH2:30][CH2:31][C:32]3[CH:33]=[CH:34][C:35]([C:36]([OH:38])=[O:37])=[CH:39][CH:40]=3)[CH:24]=2)[N:19]([CH2:41][CH2:42][CH2:43][CH2:44][CH3:45])[C:18]1=[O:17])=[O:14], predict the reactants needed to synthesize it. The reactants are: Cl.[F:2][C:3]([F:16])([F:15])[C:4]1[CH:5]=[C:6]([NH:10][C:11](=[O:14])[NH:12][NH2:13])[CH:7]=[CH:8][CH:9]=1.[O:17]=[C:18]1[C:26](=O)[C:25]2[C:20](=[CH:21][CH:22]=[C:23]([S:28][CH2:29][CH2:30][CH2:31][C:32]3[CH:40]=[CH:39][C:35]([C:36]([OH:38])=[O:37])=[CH:34][CH:33]=3)[CH:24]=2)[N:19]1[CH2:41][CH2:42][CH2:43][CH2:44][CH3:45]. (3) Given the product [CH3:32][C:31]1[CH:30]=[C:24]([CH:23]=[C:22]([CH3:33])[C:21]=1[NH:20][C:17]([C:15]1[C:14]2[C:9](=[CH:10][CH:11]=[CH:12][CH:13]=2)[N:8]=[C:7]([C:1]2[CH:6]=[CH:5][CH:4]=[CH:3][CH:2]=2)[CH:16]=1)=[O:18])[C:25]([O:27][CH2:28][CH3:29])=[O:26], predict the reactants needed to synthesize it. The reactants are: [C:1]1([C:7]2[CH:16]=[C:15]([C:17](O)=[O:18])[C:14]3[C:9](=[CH:10][CH:11]=[CH:12][CH:13]=3)[N:8]=2)[CH:6]=[CH:5][CH:4]=[CH:3][CH:2]=1.[NH2:20][C:21]1[C:31]([CH3:32])=[CH:30][C:24]([C:25]([O:27][CH2:28][CH3:29])=[O:26])=[CH:23][C:22]=1[CH3:33].C(N(CC)C(C)C)(C)C.CCCP1(OP(CCC)(=O)OP(CCC)(=O)O1)=O. (4) Given the product [C:11]1([CH2:10][CH2:9][CH:8]([N:7]2[C:29](=[O:30])[C:28]3=[CH:32][CH:33]=[CH:34][CH:35]=[C:27]3[C:26]2=[O:36])[C:17]([OH:19])=[O:18])[CH:12]=[CH:13][CH:14]=[CH:15][CH:16]=1, predict the reactants needed to synthesize it. The reactants are: C(=O)([O-])[O-].[Na+].[Na+].[NH2:7][C@H:8]([C:17]([OH:19])=[O:18])[CH2:9][CH2:10][C:11]1[CH:16]=[CH:15][CH:14]=[CH:13][CH:12]=1.C(OC(N[C:26](=[O:36])[C:27]1[C:28](=[CH:32][CH:33]=[CH:34][CH:35]=1)[C:29](N)=[O:30])=O)C. (5) Given the product [N+:11]([C:4]1[C:3]([CH3:14])=[C:2]([C:7]([N+:8]([O-:10])=[O:9])=[CH:6][CH:5]=1)[O:25][C:18]1[CH:19]=[C:20]([O:23][CH3:24])[CH:21]=[CH:22][C:17]=1[O:16][CH3:15])([O-:13])=[O:12], predict the reactants needed to synthesize it. The reactants are: F[C:2]1[C:7]([N+:8]([O-:10])=[O:9])=[CH:6][CH:5]=[C:4]([N+:11]([O-:13])=[O:12])[C:3]=1[CH3:14].[CH3:15][O:16][C:17]1[CH:22]=[CH:21][C:20]([O:23][CH3:24])=[CH:19][C:18]=1[OH:25]. (6) Given the product [C:4]([CH2:6][C:7]1[CH:15]=[C:14]([O:16][CH2:17][CH2:18][N:19]2[CH2:24][CH2:23][O:22][CH2:21][CH2:20]2)[CH:13]=[CH:12][C:8]=1[C:9]([OH:11])=[O:10])(=[O:3])[NH2:25], predict the reactants needed to synthesize it. The reactants are: C([O:3][C:4]([CH2:6][C:7]1[CH:15]=[C:14]([O:16][CH2:17][CH2:18][N:19]2[CH2:24][CH2:23][O:22][CH2:21][CH2:20]2)[CH:13]=[CH:12][C:8]=1[C:9]([OH:11])=[O:10])=O)C.[NH3:25]. (7) Given the product [OH:17][CH2:16][CH2:15][NH:14][C:4]1[N:5]=[C:6]([NH:10][CH2:11][CH2:12][OH:13])[C:7]([C:8]#[N:9])=[C:2]([N:28]2[CH2:27][CH:26]=[C:25]([C:19]3[CH:24]=[CH:23][CH:22]=[CH:21][CH:20]=3)[CH2:30][CH2:29]2)[N:3]=1, predict the reactants needed to synthesize it. The reactants are: Cl[C:2]1[C:7]([C:8]#[N:9])=[C:6]([NH:10][CH2:11][CH2:12][OH:13])[N:5]=[C:4]([NH:14][CH2:15][CH2:16][OH:17])[N:3]=1.Cl.[C:19]1([C:25]2[CH2:26][CH2:27][NH:28][CH2:29][CH:30]=2)[CH:24]=[CH:23][CH:22]=[CH:21][CH:20]=1.C(N(C(C)C)C(C)C)C. (8) Given the product [CH2:1]([O:8][C:9]([N:11]1[CH2:15][C@@H:14]([F:16])[CH2:13][C@H:12]1[C:17]#[N:19])=[O:10])[C:2]1[CH:7]=[CH:6][CH:5]=[CH:4][CH:3]=1, predict the reactants needed to synthesize it. The reactants are: [CH2:1]([O:8][C:9]([N:11]1[CH2:15][C@@H:14]([F:16])[CH2:13][C@H:12]1[C:17]([NH2:19])=O)=[O:10])[C:2]1[CH:7]=[CH:6][CH:5]=[CH:4][CH:3]=1.CCN(CC)CC.FC(F)(F)C(OC(=O)C(F)(F)F)=O. (9) The reactants are: [C:1]([O:9][CH2:10][CH3:11])(=[O:8])[CH2:2][C:3]([O:5]CC)=O.[Li].[N:13]1[CH:18]=[CH:17][N:16]=[CH:15][C:14]=1C(Cl)=O.Cl. Given the product [O:5]=[C:3]([C:14]1[CH:15]=[N:16][CH:17]=[CH:18][N:13]=1)[CH2:2][C:1]([O:9][CH2:10][CH3:11])=[O:8], predict the reactants needed to synthesize it.